Dataset: Catalyst prediction with 721,799 reactions and 888 catalyst types from USPTO. Task: Predict which catalyst facilitates the given reaction. (1) Reactant: Br[C:2]1[N:10]([CH2:11][C:12]2[CH:17]=[CH:16][C:15]([Cl:18])=[CH:14][CH:13]=2)[C:9]2[C:8](=[O:19])[N:7]([CH2:20][CH2:21][C:22]3([OH:25])[CH2:24][CH2:23]3)[C:6](=[O:26])[N:5]([CH3:27])[C:4]=2[N:3]=1.[CH3:28][C:29]1[N:34]=[CH:33][C:32]([OH:35])=[CH:31][CH:30]=1.C(=O)([O-])[O-].[K+].[K+]. Product: [Cl:18][C:15]1[CH:16]=[CH:17][C:12]([CH2:11][N:10]2[C:9]3[C:8](=[O:19])[N:7]([CH2:20][CH2:21][C:22]4([OH:25])[CH2:24][CH2:23]4)[C:6](=[O:26])[N:5]([CH3:27])[C:4]=3[N:3]=[C:2]2[O:35][C:32]2[CH:33]=[N:34][C:29]([CH3:28])=[CH:30][CH:31]=2)=[CH:13][CH:14]=1. The catalyst class is: 3. (2) Reactant: [Cl:1][C:2]1[C:7]([F:8])=[CH:6][CH:5]=[C:4]([Cl:9])[C:3]=1[CH:10]([C:12]1[C:20]2[C:15](=[N:16][CH:17]=[C:18]([C:21]3[CH2:22][CH2:23][NH:24][CH2:25][CH:26]=3)[CH:19]=2)[NH:14][CH:13]=1)[CH3:11].[S:27](N)([NH2:30])(=[O:29])=[O:28]. Product: [Cl:1][C:2]1[C:7]([F:8])=[CH:6][CH:5]=[C:4]([Cl:9])[C:3]=1[CH:10]([C:12]1[C:20]2[C:15](=[N:16][CH:17]=[C:18]([C:21]3[CH2:22][CH2:23][N:24]([S:27]([NH2:30])(=[O:29])=[O:28])[CH2:25][CH:26]=3)[CH:19]=2)[NH:14][CH:13]=1)[CH3:11]. The catalyst class is: 12. (3) Reactant: [CH:1](=[O:8])[CH2:2][CH2:3][CH2:4][CH2:5][CH:6]=[CH2:7].[C-:9]#[N:10].[Na+]. Product: [OH:8][CH:1]([CH2:2][CH2:3][CH2:4][CH2:5][CH:6]=[CH2:7])[C:9]#[N:10]. The catalyst class is: 84. (4) Reactant: [OH:1][C:2]1[CH:7]=[CH:6][CH:5]=[CH:4][C:3]=1[C:8]1[N:12]([CH3:13])[N:11]=[C:10]([C:14]([OH:16])=O)[CH:9]=1.CCN(C(C)C)C(C)C.C1C=CC2N(O)N=NC=2C=1.CCN=C=NCCCN(C)C.Cl.Cl.[NH2:49][CH2:50][C:51]([N:53]1[CH2:58][CH2:57][CH:56]([NH:59][C:60]2[CH:65]=[CH:64][CH:63]=[CH:62][C:61]=2[Cl:66])[CH2:55][CH2:54]1)=[O:52]. Product: [Cl:66][C:61]1[CH:62]=[CH:63][CH:64]=[CH:65][C:60]=1[NH:59][CH:56]1[CH2:55][CH2:54][N:53]([C:51](=[O:52])[CH2:50][NH:49][C:14]([C:10]2[CH:9]=[C:8]([C:3]3[CH:4]=[CH:5][CH:6]=[CH:7][C:2]=3[OH:1])[N:12]([CH3:13])[N:11]=2)=[O:16])[CH2:58][CH2:57]1. The catalyst class is: 18. (5) Reactant: [OH:1][C:2]1[CH:7]=[C:6]([Cl:8])[N:5]=[N:4][C:3]=1Cl.[CH:10]1([C:13]2[CH:18]=[CH:17][CH:16]=[C:15]([CH3:19])[C:14]=2[OH:20])[CH2:12][CH2:11]1.CN(C)C1C=CC=CC=1.[OH-].[K+].Cl. Product: [Cl:8][C:6]1[N:5]=[N:4][C:3]([O:20][C:14]2[C:15]([CH3:19])=[CH:16][CH:17]=[CH:18][C:13]=2[CH:10]2[CH2:11][CH2:12]2)=[C:2]([OH:1])[CH:7]=1. The catalyst class is: 5. (6) Product: [C:24]([O:28][C:29]([N:31]1[CH2:36][CH2:35][N:34]2[C:37]([C:45]3[CH:50]=[CH:49][CH:48]=[CH:47][CH:46]=3)=[C:38]([C:43]#[N:44])[C:39]([C:40](=[O:41])[NH2:3])=[C:33]2[CH2:32]1)=[O:30])([CH3:26])([CH3:25])[CH3:27]. Reactant: Cl.C[N:3](C)CCCN=C=NCC.O.ON1C2C=CC=CC=2N=N1.[C:24]([O:28][C:29]([N:31]1[CH2:36][CH2:35][N:34]2[C:37]([C:45]3[CH:50]=[CH:49][CH:48]=[CH:47][CH:46]=3)=[C:38]([C:43]#[N:44])[C:39]([C:40](O)=[O:41])=[C:33]2[CH2:32]1)=[O:30])([CH3:27])([CH3:26])[CH3:25].[Cl-].[NH4+]. The catalyst class is: 289. (7) Reactant: [Cl:1][C:2]1[CH:7]=[CH:6][CH:5]=[CH:4][C:3]=1[CH:8]([CH:20]1[CH2:25][CH2:24][N:23]([CH3:26])[CH2:22][CH2:21]1)[CH2:9][C:10]([C:12]1[CH:13]=[N:14][C:15]([O:18]C)=[CH:16][CH:17]=1)=[O:11].Cl. Product: [Cl:1][C:2]1[CH:7]=[CH:6][CH:5]=[CH:4][C:3]=1[CH:8]([CH:20]1[CH2:25][CH2:24][N:23]([CH3:26])[CH2:22][CH2:21]1)[CH2:9][C:10]([C:12]1[CH:17]=[CH:16][C:15](=[O:18])[NH:14][CH:13]=1)=[O:11]. The catalyst class is: 12. (8) Reactant: [Si:1]([O:8][C@H:9]1[C@H:13]2[O:14][CH2:15][CH:16]([CH2:17][C:18]#[C:19][C:20]3[C:25]([NH:26]C(=O)OC(C)(C)C)=[CH:24][C:23]([F:34])=[C:22]([Cl:35])[N:21]=3)[C@H:12]2[O:11][CH2:10]1)([C:4]([CH3:7])([CH3:6])[CH3:5])([CH3:3])[CH3:2].C1CCN2C(=NCCC2)CC1. Product: [Si:1]([O:8][C@H:9]1[C@H:13]2[O:14][CH2:15][CH:16]([CH2:17][C:18]3[NH:26][C:25]4[C:20](=[N:21][C:22]([Cl:35])=[C:23]([F:34])[CH:24]=4)[CH:19]=3)[C@H:12]2[O:11][CH2:10]1)([C:4]([CH3:6])([CH3:5])[CH3:7])([CH3:2])[CH3:3]. The catalyst class is: 5. (9) Reactant: [F:1][C:2]1[CH:22]=[CH:21][C:5]([CH2:6][N:7]2[CH2:12][CH2:11][N:10]3[C:13](=[O:19])[CH:14]=[C:15]([OH:18])[C:16]([OH:17])=[C:9]3[C:8]2=[O:20])=[CH:4][CH:3]=1.[Br:23]N1C(=O)CCC1=O. Product: [F:1][C:2]1[CH:3]=[CH:4][C:5]([CH2:6][N:7]2[CH2:12][CH2:11][N:10]3[C:13](=[O:19])[C:14]([Br:23])=[C:15]([OH:18])[C:16]([OH:17])=[C:9]3[C:8]2=[O:20])=[CH:21][CH:22]=1. The catalyst class is: 22.